Dataset: Experimentally validated miRNA-target interactions with 360,000+ pairs, plus equal number of negative samples. Task: Binary Classification. Given a miRNA mature sequence and a target amino acid sequence, predict their likelihood of interaction. (1) The miRNA is hsa-miR-3928-5p with sequence UGAAGCUCUAAGGUUCCGCCUGC. The protein sequence of the target gene is MYQSLALAQSPGQGTYADSGAFLHSSGTGSPVFVAPTRMPSMLPYLPSCEPGSQAPALAAHSSWTQAVAADSSAFGSGSPHPPAAHPPGATTFPFAHSPPGSGSGGSAGVRDGGAFQGALLAREQYPTPLGRPMGASYPTTYPAYMSSDVAPSWTSGAFDSSILHGLQARPGGLPGRRTSFVPDFLEEFPGEGRECVNCGALSTPLWRRDGTGHYLCNACGLYHKMNGVNRPLVRPQKRLSSSRRSGLCCSNCHTATTTLWRRNSEGEPVCNACGLYMKLHGVPRPLAMKKESIQTRKRK.... Result: 0 (no interaction). (2) The miRNA is hsa-miR-2114-5p with sequence UAGUCCCUUCCUUGAAGCGGUC. The protein sequence of the target gene is MYGRPQAEMEQEAGELSRWQAAHQAAQDNENSAPILNMSSSSGSSGVHTSWNQGLPSIQHFPHSAEMLGSPLVSVEAPGQNVNEGGPQFSMPLPERGMSYCPQATLTPSRMIYCQRMSPPQQEMTIFSGPQLMPVGEPNIPRVARPFGGNLRMPPNGLPVSASTGIPIMSHTGNPPVPYPGLSTVPSDETLLGPTVPSTEAQAVLPSMAQMLPPQDAHDLGMPPAESQSLLVLGSQDSLVSQPDSQEGPFLPEQPGPAPQTVEKNSRPQEGTGRRGSSEARPYCCNYENCGKAYTKRSHL.... Result: 1 (interaction). (3) The miRNA is mmu-miR-147-3p with sequence GUGUGCGGAAAUGCUUCUGCUA. The protein sequence of the target gene is MRTLRRLKFMSSPSLSDLGKREPAAAADERGTQQRRACANATWNSIHNGVIAVFQRKGLPDQELFSLNEGVRQLLKTELGSFFTEYLQNQLLTKGMVILRDKIRFYEGQKLLDSLAETWDFFFSDVLPMLQAIFYPVQGKEPSVRQLALLHFRNAITLSVKLEDALARAHARVPPAIVQMLLVLQGVHESRGVTEDYLRLETLVQKVVSPYLGTYGLHSSEGPFTHSCILEKRLLRRSRSGDVLAKNPVVRSKSYNTPLLNPVQEHEAEGAAAGGTSIRRHSVSEMTSCPEPQGFSDPPG.... Result: 0 (no interaction). (4) The miRNA is hsa-miR-411-5p with sequence UAGUAGACCGUAUAGCGUACG. The protein sequence of the target gene is MRSRSNSGVRLDGYARLVQQTILCHQNPVTGLLPASYDQKDAWVRDNVYSILAVWGLGLAYRKNADRDEDKAKAYELEQSVVKLMRGLLHCMIRQVDKVESFKYSQSTKDSLHAKYNTKTCATVVGDDQWGHLQLDATSVYLLFLAQMTASGLHIIHSLDEVNFIQNLVFYIEAAYKTADFGIWERGDKTNQGISELNASSVGMAKAALEALDELDLFGVKGGPQSVIHVLADEVQHCQSILNSLLPRASTSKEVDASLLSVVSFPAFAVEDSQLVELTKQEIITKLQGRYGCCRFLRDG.... Result: 0 (no interaction). (5) The miRNA is mmu-miR-295-5p with sequence ACUCAAAUGUGGGGCACACUUC. The protein sequence of the target gene is MGRAREMGWMAAGLMIGAGACYCMYKLTMGRSEGNELEDEEEDEWEDGQDLDEEEADNWFDFTAMARPWSEDGDWDEPGAPGGTEDRRSGGGKANRAHPIKQRPFPYEHKNIWGEQSFKSFTCILDLNKCVSTQRKKRFTKNINAGFSLSPNISKHLASLSVVGNRSPTPHPTVREKALFVPENPNSSLENQGQIKMSIDEVCRETLLCCCKSFLQQAGLSLLISMTVINNMLAKSVSDLKFPLLSKGSGCAEVRGLEELMSLSEKPVLVGEALAAQMLSSFMCLFTRSGSREMLVEAIS.... Result: 0 (no interaction). (6) The miRNA is hsa-miR-489-5p with sequence GGUCGUAUGUGUGACGCCAUUU. The protein sequence of the target gene is MNFETSRCATLQYCPDPYIQRFIETPAHFSWKESYYRSAMSQSTQTSEFLSPEVFQHIWDFLEQPICSVQPIELNFVDEPSENGATNKIEISMDCIRMQDSDLSDPMWPQYTNLGLLNSMDQQIQNGSSSTSPYNTDHAQNSVTAPSPYAQPSSTFDALSPSPAIPSNTDYPGPHSFDVSFQQSSTAKSATWTYSTELKKLYCQIAKTCPIQIKVMTPPPQGAVIRAMPVYKKAEHVTEVVKRCPNHELSREFNEGQIAPPSHLIRVEGNSHAQYVEDPITGRQSVLVPYEPPQVGTEFT.... Result: 0 (no interaction).